This data is from Forward reaction prediction with 1.9M reactions from USPTO patents (1976-2016). The task is: Predict the product of the given reaction. (1) Given the reactants [OH:1][C@@H:2]([C@H:4]1[C:25](=[O:26])[N:6]2[C@@H:7]([C:12]([O:14][CH2:15][C:16]3[CH:21]=[CH:20][C:19]([N+:22]([O-:24])=[O:23])=[CH:18][CH:17]=3)=[O:13])[C:8](=O)[C@H:9]([CH3:10])[C@H:5]12)[CH3:3].[Cl:27][CH2:28][C:29]([C:31]1[N:32]=[CH:33][N:34]2[CH:38]=[C:37]([Sn](CCCC)(CCCC)CCCC)[S:36][C:35]=12)=[O:30], predict the reaction product. The product is: [Cl:27][CH2:28][C:29]([C:31]1[N:32]=[CH:33][N:34]2[CH:38]=[C:37]([C:8]3[C@H:9]([CH3:10])[C@@H:5]4[C@@H:4]([C@H:2]([OH:1])[CH3:3])[C:25](=[O:26])[N:6]4[C:7]=3[C:12]([O:14][CH2:15][C:16]3[CH:21]=[CH:20][C:19]([N+:22]([O-:24])=[O:23])=[CH:18][CH:17]=3)=[O:13])[S:36][C:35]=12)=[O:30]. (2) Given the reactants [Br:1][C:2]1[CH:3]=[CH:4][C:5]([F:22])=[C:6]([C:8]([NH:14][C:15](=[O:21])[O:16][C:17]([CH3:20])([CH3:19])[CH3:18])([CH:11]([F:13])[F:12])[CH:9]=C)[CH:7]=1.[O:23]=[O+][O-].[BH4-].[Na+], predict the reaction product. The product is: [Br:1][C:2]1[CH:3]=[CH:4][C:5]([F:22])=[C:6]([C:8]([NH:14][C:15](=[O:21])[O:16][C:17]([CH3:20])([CH3:19])[CH3:18])([CH2:9][OH:23])[CH:11]([F:13])[F:12])[CH:7]=1.